This data is from Forward reaction prediction with 1.9M reactions from USPTO patents (1976-2016). The task is: Predict the product of the given reaction. (1) Given the reactants C(N[C:6]1[N:14]=[C:13]2[C:9]([N:10]=[C:11]([O:23][CH3:24])[N:12]2[CH2:15][CH2:16][CH2:17][CH:18]2[CH2:22][CH2:21][O:20][CH2:19]2)=[C:8]([NH2:25])[N:7]=1)CCC.FC(F)(F)C(O)=O.[CH2:33]([O:37]C1NC(N)=C2C(N=1)=NC(OC)=N2)[CH2:34][CH2:35][CH3:36].BrCCCC1CCOC1, predict the reaction product. The product is: [CH2:33]([O:37][C:6]1[N:14]=[C:13]2[C:9]([N:10]=[C:11]([O:23][CH3:24])[N:12]2[CH2:15][CH2:16][CH2:17][CH:18]2[CH2:22][CH2:21][O:20][CH2:19]2)=[C:8]([NH2:25])[N:7]=1)[CH2:34][CH2:35][CH3:36]. (2) Given the reactants FC(F)(F)C([NH:5][CH2:6][CH2:7][C:8]1[C:16]2[C:11](=[CH:12][CH:13]=[CH:14][CH:15]=2)[N:10]([C:17]([O:19][C:20]([CH3:23])([CH3:22])[CH3:21])=[O:18])[CH:9]=1)=O.C(=O)([O-])[O-].[K+].[K+].[CH:32]([C:34]1[CH:43]=[CH:42][C:37]([C:38]([O:40][CH3:41])=[O:39])=[CH:36][CH:35]=1)=O.[CH3:44][C:45]([CH2:47][C:48]([C:50]([O:52]C)=O)=[O:49])=[O:46], predict the reaction product. The product is: [C:20]([O:19][C:17]([N:10]1[C:11]2[C:16](=[CH:15][CH:14]=[CH:13][CH:12]=2)[C:8]([CH2:7][CH2:6][N:5]2[C:50](=[O:52])[C:48]([OH:49])=[C:47]([C:45](=[O:46])[CH3:44])[CH:32]2[C:34]2[CH:43]=[CH:42][C:37]([C:38]([O:40][CH3:41])=[O:39])=[CH:36][CH:35]=2)=[CH:9]1)=[O:18])([CH3:23])([CH3:22])[CH3:21]. (3) Given the reactants [H-].[Na+].[CH3:3][C:4]1[C:9]([Br:10])=[CH:8][CH:7]=[CH:6][C:5]=1[N:11]1[C:15](=[O:16])[NH:14][N:13]=[N:12]1.[CH3:17]N(C)C=O.CI, predict the reaction product. The product is: [CH3:3][C:4]1[C:9]([Br:10])=[CH:8][CH:7]=[CH:6][C:5]=1[N:11]1[C:15](=[O:16])[N:14]([CH3:17])[N:13]=[N:12]1. (4) Given the reactants [NH2:1][C:2](=[O:37])[C@@H:3]([NH:12][C:13](=[O:36])[C@@H:14]([NH:16][C:17](=[O:35])[C@@H:18]([NH:20][C:21]([C@@H:23]1[CH2:27][CH2:26][CH2:25][N:24]1[C:28]1[S:29][C:30]([CH:33]=[O:34])=[CH:31][N:32]=1)=[O:22])[CH3:19])[CH3:15])[CH2:4][C:5]1[CH:10]=[CH:9][C:8]([OH:11])=[CH:7][CH:6]=1.[BH4-].[Na+], predict the reaction product. The product is: [NH2:1][C:2](=[O:37])[C@@H:3]([NH:12][C:13](=[O:36])[C@@H:14]([NH:16][C:17](=[O:35])[C@@H:18]([NH:20][C:21]([C@@H:23]1[CH2:27][CH2:26][CH2:25][N:24]1[C:28]1[S:29][C:30]([CH2:33][OH:34])=[CH:31][N:32]=1)=[O:22])[CH3:19])[CH3:15])[CH2:4][C:5]1[CH:6]=[CH:7][C:8]([OH:11])=[CH:9][CH:10]=1. (5) Given the reactants [CH:1]1([O:5][CH2:6][C:7]([CH:13]2[CH2:18][CH2:17][CH2:16][CH2:15][CH2:14]2)([CH2:10][O:11][CH3:12])[CH2:8][OH:9])[CH2:4][CH2:3][CH2:2]1.[H-].[Na+].CI.[CH3:23]CCCCC.C(OCC)(=O)C, predict the reaction product. The product is: [CH:1]1([O:5][CH2:6][C:7]([CH:13]2[CH2:14][CH2:15][CH2:16][CH2:17][CH2:18]2)([CH2:8][O:9][CH3:23])[CH2:10][O:11][CH3:12])[CH2:2][CH2:3][CH2:4]1.